Task: Predict the product of the given reaction.. Dataset: Forward reaction prediction with 1.9M reactions from USPTO patents (1976-2016) (1) Given the reactants [CH3:1][O:2][C:3]1[CH:17]=[C:16]([O:18][CH3:19])[CH:15]=[CH:14][C:4]=1[CH2:5][N:6]1[CH2:10][CH2:9][CH:8]([F:11])[S:7]1(=[O:13])=[O:12].C([Li])CCC.[F:25]NS(C1C=CC=CC=1)(=O)=O.[Cl-].[NH4+], predict the reaction product. The product is: [CH3:1][O:2][C:3]1[CH:17]=[C:16]([O:18][CH3:19])[CH:15]=[CH:14][C:4]=1[CH2:5][N:6]1[CH2:10][CH2:9][C:8]([F:25])([F:11])[S:7]1(=[O:13])=[O:12]. (2) The product is: [N:27]1([C:23]2[CH:22]=[CH:21][C:20]([S:17]([C:9]3[NH:8][C:16]4[C:11]([CH:10]=3)=[CH:12][CH:13]=[CH:14][CH:15]=4)(=[O:18])=[O:19])=[CH:25][CH:24]=2)[CH2:32][CH2:31][NH:30][CH2:29][CH2:28]1. Given the reactants C(OC([N:8]1[C:16]2[C:11](=[CH:12][CH:13]=[CH:14][CH:15]=2)[CH:10]=[C:9]1[S:17]([C:20]1[CH:25]=[CH:24][C:23](F)=[CH:22][CH:21]=1)(=[O:19])=[O:18])=O)(C)(C)C.[NH:27]1[CH2:32][CH2:31][NH:30][CH2:29][CH2:28]1.C(OCC)C.CCCCCC, predict the reaction product. (3) Given the reactants [Cl:1][C:2]1[CH:7]=[C:6]([F:8])[CH:5]=[CH:4][C:3]=1[O:9][CH2:10][CH2:11][F:12].[Li]CCCC.CN([CH:21]=[O:22])C, predict the reaction product. The product is: [Cl:1][C:2]1[C:3]([O:9][CH2:10][CH2:11][F:12])=[CH:4][CH:5]=[C:6]([F:8])[C:7]=1[CH:21]=[O:22].